This data is from Catalyst prediction with 721,799 reactions and 888 catalyst types from USPTO. The task is: Predict which catalyst facilitates the given reaction. (1) Reactant: [CH2:1]([N:8]1[CH2:13][CH2:12][C:11](=[O:14])[CH:10]([CH3:15])[CH2:9]1)[C:2]1[CH:7]=[CH:6][CH:5]=[CH:4][CH:3]=1.CI.[CH3:18]C([O-])(C)C.[Na+].CCCCCC.CCOC(C)=O. Product: [CH2:1]([N:8]1[CH2:13][CH2:12][C:11](=[O:14])[C:10]([CH3:18])([CH3:15])[CH2:9]1)[C:2]1[CH:3]=[CH:4][CH:5]=[CH:6][CH:7]=1. The catalyst class is: 1. (2) The catalyst class is: 18. Reactant: [CH3:1][C:2]1[CH:7]=[CH:6][C:5]([NH:8][C:9](=[O:20])[C:10]2[CH:15]=[CH:14][CH:13]=[C:12]([C:16]([F:19])([F:18])[F:17])[CH:11]=2)=[CH:4][C:3]=1[N:21]1[C:30](=[O:31])[C:29]2[C:24](=[C:25]([C:32](O)=[O:33])[CH:26]=[CH:27][CH:28]=2)[N:23]=[CH:22]1.[CH:35]1([NH2:38])[CH2:37][CH2:36]1.CN(C(ON1N=NC2C=CC=NC1=2)=[N+](C)C)C.F[P-](F)(F)(F)(F)F.CCN(C(C)C)C(C)C. Product: [CH:35]1([NH:38][C:32]([C:25]2[CH:26]=[CH:27][CH:28]=[C:29]3[C:24]=2[N:23]=[CH:22][N:21]([C:3]2[CH:4]=[C:5]([NH:8][C:9](=[O:20])[C:10]4[CH:15]=[CH:14][CH:13]=[C:12]([C:16]([F:17])([F:19])[F:18])[CH:11]=4)[CH:6]=[CH:7][C:2]=2[CH3:1])[C:30]3=[O:31])=[O:33])[CH2:37][CH2:36]1. (3) Reactant: CS(C)=O.[NH:5]1[CH:9]=[CH:8][N:7]=[CH:6]1.[F:10][C:11]1[CH:16]=[CH:15][C:14]([O:17][CH3:18])=[C:13](Br)[CH:12]=1.[OH-].[K+]. Product: [F:10][C:11]1[CH:16]=[CH:15][C:14]([O:17][CH3:18])=[C:13]([N:5]2[CH:9]=[CH:8][N:7]=[CH:6]2)[CH:12]=1. The catalyst class is: 413. (4) Reactant: [CH:1]1([C:4]2[CH:5]=[C:6]([C@@H:16]([CH2:41][C@H:42]3[CH2:46][CH2:45][C:44](=[O:47])[CH2:43]3)[C:17]([NH:19][C:20]3[CH:25]=[N:24][C:23]([O:26][CH2:27][C:28]([O:31]CC4C=CC(OC)=CC=4)([CH3:30])[CH3:29])=[CH:22][N:21]=3)=[O:18])[CH:7]=[CH:8][C:9]=2[S:10]([CH:13]2[CH2:15][CH2:14]2)(=[O:12])=[O:11])[CH2:3][CH2:2]1.ClC1C(=O)C(C#N)=C(C#N)C(=O)C=1Cl.ClCCl. Product: [CH:1]1([C:4]2[CH:5]=[C:6]([C@@H:16]([CH2:41][C@H:42]3[CH2:46][CH2:45][C:44](=[O:47])[CH2:43]3)[C:17]([NH:19][C:20]3[CH:25]=[N:24][C:23]([O:26][CH2:27][C:28]([OH:31])([CH3:29])[CH3:30])=[CH:22][N:21]=3)=[O:18])[CH:7]=[CH:8][C:9]=2[S:10]([CH:13]2[CH2:15][CH2:14]2)(=[O:12])=[O:11])[CH2:3][CH2:2]1. The catalyst class is: 6. (5) Reactant: CS([O:4][CH2:5][C:6]1[CH:11]=[C:10]([F:12])[C:9]([Br:13])=[CH:8][C:7]=1[Cl:14])=O.[Cl:15][C:16]1[CH:17]=[C:18](O)[CH:19]=[CH:20][C:21]=1[Cl:22].C(=O)([O-])[O-].[K+].[K+]. Product: [Br:13][C:9]1[CH:8]=[C:7]([Cl:14])[C:6]([CH2:5][O:4][C:19]2[CH:18]=[CH:17][C:16]([Cl:15])=[C:21]([Cl:22])[CH:20]=2)=[CH:11][C:10]=1[F:12]. The catalyst class is: 9. (6) Reactant: [CH3:1][C:2]1[C:3]([CH2:20][CH2:21][C:22]2[CH:27]=[CH:26][CH:25]=[CH:24][C:23]=2[C:28]2([C:31]([NH2:33])=[O:32])[CH2:30][CH2:29]2)=[N:4][C:5]([NH:8][C:9]2[CH:10]=[N:11][N:12]([CH:14]3[CH2:19][CH2:18][NH:17][CH2:16][CH2:15]3)[CH:13]=2)=[N:6][CH:7]=1.C=O.[C:36](O[BH-](OC(=O)C)OC(=O)C)(=O)C.[Na+]. Product: [CH3:1][C:2]1[C:3]([CH2:20][CH2:21][C:22]2[CH:27]=[CH:26][CH:25]=[CH:24][C:23]=2[C:28]2([C:31]([NH2:33])=[O:32])[CH2:29][CH2:30]2)=[N:4][C:5]([NH:8][C:9]2[CH:10]=[N:11][N:12]([CH:14]3[CH2:19][CH2:18][N:17]([CH3:36])[CH2:16][CH2:15]3)[CH:13]=2)=[N:6][CH:7]=1. The catalyst class is: 5.